From a dataset of Reaction yield outcomes from USPTO patents with 853,638 reactions. Predict the reaction yield, written as a fraction of the theoretical maximum amount of product (1.0 means a 100% yield; for example, 0.34 means a 34% yield). (1) The reactants are [N+:1]([C:4]1[CH:9]=[CH:8][C:7]([S:10](Cl)(=[O:12])=[O:11])=[CH:6][CH:5]=1)([O-:3])=[O:2].N1C=CC=CC=1.C1COCC1.[CH3:25][C:26]1([CH3:32])[CH2:31][CH2:30][NH:29][CH2:28][CH2:27]1. The catalyst is CCOC(C)=O. The product is [CH3:25][C:26]1([CH3:32])[CH2:31][CH2:30][N:29]([S:10]([C:7]2[CH:8]=[CH:9][C:4]([N+:1]([O-:3])=[O:2])=[CH:5][CH:6]=2)(=[O:12])=[O:11])[CH2:28][CH2:27]1. The yield is 0.810. (2) The reactants are [Br:1][C:2]1[CH:7]=[C:6]([NH:8][S:9]([CH3:12])(=[O:11])=[O:10])[C:5](I)=[CH:4][N:3]=1.[C:14]([C:16]1[CH:17]=[N:18][N:19]([CH2:21][C:22]([N:24]([CH3:26])[CH3:25])=[O:23])[CH:20]=1)#[CH:15].C(N(CC)CC)C. The catalyst is CN(C=O)C.C(OCC)(=O)C.Cl[Pd](Cl)([P](C1C=CC=CC=1)(C1C=CC=CC=1)C1C=CC=CC=1)[P](C1C=CC=CC=1)(C1C=CC=CC=1)C1C=CC=CC=1.[Cu](I)I. The product is [Br:1][C:2]1[N:3]=[CH:4][C:5]2[CH:15]=[C:14]([C:16]3[CH:17]=[N:18][N:19]([CH2:21][C:22]([N:24]([CH3:26])[CH3:25])=[O:23])[CH:20]=3)[N:8]([S:9]([CH3:12])(=[O:11])=[O:10])[C:6]=2[CH:7]=1. The yield is 0.880. (3) The reactants are [Cr](Cl)([O-])(=O)=O.[NH+]1C=CC=CC=1.[Cl:12][C:13]1[S:17][C:16]([S:18]([NH:21][C@H:22]([CH2:27][OH:28])[C@H:23]([CH2:25][CH3:26])[CH3:24])(=[O:20])=[O:19])=[CH:15][CH:14]=1. The catalyst is C(Cl)Cl. The product is [Cl:12][C:13]1[S:17][C:16]([S:18]([NH:21][C@H:22]([CH:27]=[O:28])[C@@H:23]([CH3:24])[CH2:25][CH3:26])(=[O:20])=[O:19])=[CH:15][CH:14]=1. The yield is 0.810. (4) The reactants are [CH3:1][O:2][CH2:3][CH2:4][OH:5].[Na].[C:7]([O:11]CC)(=[O:10])[CH:8]=[CH2:9]. No catalyst specified. The product is [CH3:1][O:2][CH2:3][CH2:4][O:5][CH:8]([CH3:9])[C:7]([OH:11])=[O:10]. The yield is 0.240. (5) The reactants are [NH:1]1[CH:5]=[CH:4][C:3]([N:6]2[C:14](=[O:15])[C:13]3[C:8](=[CH:9][CH:10]=[CH:11][CH:12]=3)[C:7]2=[O:16])=[N:2]1.Cl[CH2:18][C:19]1[CH:24]=[CH:23][CH:22]=[C:21]([F:25])[N:20]=1.C(=O)([O-])[O-].[K+].[K+]. The catalyst is C(#N)C.C(Cl)Cl. The product is [F:25][C:21]1[N:20]=[C:19]([CH2:18][N:1]2[CH:5]=[CH:4][C:3]([N:6]3[C:14](=[O:15])[C:13]4[C:8](=[CH:9][CH:10]=[CH:11][CH:12]=4)[C:7]3=[O:16])=[N:2]2)[CH:24]=[CH:23][CH:22]=1. The yield is 0.310.